Dataset: Catalyst prediction with 721,799 reactions and 888 catalyst types from USPTO. Task: Predict which catalyst facilitates the given reaction. (1) Reactant: [F:1][C:2]1[CH:7]=[CH:6][C:5]([N:8]2[C:16]3[C:11](=[CH:12][C:13]([CH:17]([C:28]4[CH:33]=[CH:32][CH:31]=[CH:30][CH:29]=4)[CH:18]([C:22]4[CH:27]=[CH:26][CH:25]=[CH:24][CH:23]=4)[C:19]([NH2:21])=O)=[CH:14][CH:15]=3)[CH:10]=[N:9]2)=[CH:4][CH:3]=1.[H-].[Al+3].[Li+].[H-].[H-].[H-].C(OCC)C. Product: [F:1][C:2]1[CH:3]=[CH:4][C:5]([N:8]2[C:16]3[C:11](=[CH:12][C:13]([CH:17]([C:28]4[CH:29]=[CH:30][CH:31]=[CH:32][CH:33]=4)[CH:18]([C:22]4[CH:27]=[CH:26][CH:25]=[CH:24][CH:23]=4)[CH2:19][NH2:21])=[CH:14][CH:15]=3)[CH:10]=[N:9]2)=[CH:6][CH:7]=1. The catalyst class is: 1. (2) Reactant: [CH:1]([N:4]([S:27]([C:30]1[CH:35]=[CH:34][CH:33]=[CH:32][CH:31]=1)(=[O:29])=[O:28])[C:5]1[CH:10]=[CH:9][C:8]([C:11]([F:14])([F:13])[F:12])=[CH:7][C:6]=1[NH:15][CH2:16][C:17]1[CH:26]=[CH:25][C:20]([C:21]([O:23][CH3:24])=[O:22])=[CH:19][CH:18]=1)([CH3:3])[CH3:2].[C:36]1(S(NC2C=CC(C(F)(F)F)=CC=2NCC2C=CC(C(OC)=O)=CC=2)(=O)=O)C=CC=CC=1.[H-].[Na+].CI. Product: [CH3:36][N:15]([CH2:16][C:17]1[CH:26]=[CH:25][C:20]([C:21]([O:23][CH3:24])=[O:22])=[CH:19][CH:18]=1)[C:6]1[CH:7]=[C:8]([C:11]([F:14])([F:13])[F:12])[CH:9]=[CH:10][C:5]=1[N:4]([S:27]([C:30]1[CH:35]=[CH:34][CH:33]=[CH:32][CH:31]=1)(=[O:29])=[O:28])[CH:1]([CH3:3])[CH3:2]. The catalyst class is: 3. (3) Reactant: C([Mg]Br)(C)=C.[Cl:6][C:7]1[C:15]([F:16])=[C:14]2[C:10]([C:11](SC3C=CC=C(C(OCC)=O)C=3)=[C:12]([CH3:21])[N:13]2CC(O)=O)=[CH:9][CH:8]=1. Product: [Cl:6][C:7]1[C:15]([F:16])=[C:14]2[C:10]([CH:11]=[C:12]([CH3:21])[NH:13]2)=[CH:9][CH:8]=1. The catalyst class is: 1. (4) Reactant: Br[C:2]1[CH:3]=[C:4]2[C:9](=[CH:10][CH:11]=1)[C:8](=[O:12])[NH:7][N:6]=[C:5]2[Cl:13].[CH3:14][O:15][C:16]1[CH:17]=[C:18]([CH:22]=[CH:23][CH:24]=1)[C:19]([NH2:21])=[O:20].CC1(C)C2C(=C(P(C3C=CC=CC=3)C3C=CC=CC=3)C=CC=2)OC2C(P(C3C=CC=CC=3)C3C=CC=CC=3)=CC=CC1=2.C([O-])([O-])=O.[Cs+].[Cs+]. Product: [Cl:13][C:5]1[C:4]2[C:9](=[CH:10][CH:11]=[C:2]([NH:21][C:19](=[O:20])[C:18]3[CH:22]=[CH:23][CH:24]=[C:16]([O:15][CH3:14])[CH:17]=3)[CH:3]=2)[C:8](=[O:12])[NH:7][N:6]=1. The catalyst class is: 62. (5) Reactant: Cl[C:2]1[C:24]([N+:25]([O-:27])=[O:26])=[C:23]([Cl:28])[C:22]([F:29])=[CH:21][C:3]=1[C:4]([C:6](=[CH:12][NH:13][C@@H:14]([CH3:20])[CH2:15][O:16][C:17](=[O:19])[CH3:18])[C:7]([O:9][CH2:10][CH3:11])=[O:8])=[O:5].[O-]P([O-])([O-])=O.[K+].[K+].[K+]. Product: [C:17]([O:16][CH2:15][C@@H:14]([N:13]1[C:2]2[C:3](=[CH:21][C:22]([F:29])=[C:23]([Cl:28])[C:24]=2[N+:25]([O-:27])=[O:26])[C:4](=[O:5])[C:6]([C:7]([O:9][CH2:10][CH3:11])=[O:8])=[CH:12]1)[CH3:20])(=[O:19])[CH3:18]. The catalyst class is: 10. (6) Reactant: [Br:1][C:2]1[CH:14]=[C:13]2[C:5]([C:6]3[CH:7]=[CH:8][C:9]([NH2:23])=[CH:10][C:11]=3[C:12]2([CH2:19][CH2:20][CH2:21][CH3:22])[CH2:15][CH2:16][CH2:17][CH3:18])=[CH:4][CH:3]=1.[CH2:24]([C:28]1([CH2:42][CH2:43][CH2:44][CH3:45])[C:40]2[CH:39]=[C:38](I)[CH:37]=[CH:36][C:35]=2[C:34]2[C:29]1=[CH:30][CH:31]=[CH:32][CH:33]=2)[CH2:25][CH2:26][CH3:27].[OH-].[K+].N1[C:61]2[C:52](=[CH:53][CH:54]=[C:55]3[C:60]=2N=[CH:58][CH:57]=[CH:56]3)C=CC=1. Product: [Br:1][C:2]1[CH:14]=[C:13]2[C:5]([C:6]3[CH:7]=[CH:8][C:9]([N:23]([C:52]4[CH:53]=[CH:54][C:55]5[C:56]6[C:57](=[CH:58][CH:3]=[CH:2][CH:14]=6)[C:5]([CH2:13][CH2:12][CH2:15][CH3:16])([CH2:6][CH2:11][CH2:10][CH3:9])[C:60]=5[CH:61]=4)[C:31]4[CH:32]=[CH:33][C:34]5[C:35]6[C:40](=[CH:39][CH:38]=[CH:37][CH:36]=6)[C:28]([CH2:42][CH2:43][CH2:44][CH3:45])([CH2:24][CH2:25][CH2:26][CH3:27])[C:29]=5[CH:30]=4)=[CH:10][C:11]=3[C:12]2([CH2:19][CH2:20][CH2:21][CH3:22])[CH2:15][CH2:16][CH2:17][CH3:18])=[CH:4][CH:3]=1. The catalyst class is: 11.